This data is from Forward reaction prediction with 1.9M reactions from USPTO patents (1976-2016). The task is: Predict the product of the given reaction. (1) Given the reactants [Br:1][C:2]1[C:3]([CH:16]=O)=[CH:4][C:5]([O:14][CH3:15])=[C:6]([CH:8]([CH3:13])[C:9]([O:11][CH3:12])=[O:10])[CH:7]=1.[O:18]=[C:19]1[CH2:23][CH2:22][S:21][CH2:20]1, predict the reaction product. The product is: [Br:1][C:2]1[C:3]([CH:16]=[C:20]2[C:19](=[O:18])[CH2:23][CH2:22][S:21]2)=[CH:4][C:5]([O:14][CH3:15])=[C:6]([CH:8]([CH3:13])[C:9]([O:11][CH3:12])=[O:10])[CH:7]=1. (2) Given the reactants [CH3:1][CH:2]1[CH2:6][CH2:5][CH:4]([OH:7])[CH2:3]1.C(N(CC)CC)C.[CH3:15][S:16](Cl)(=[O:18])=[O:17], predict the reaction product. The product is: [CH3:15][S:16]([O:7][CH:4]1[CH2:5][CH2:6][CH:2]([CH3:1])[CH2:3]1)(=[O:18])=[O:17]. (3) Given the reactants [CH3:1][C:2]1[O:6][C:5]([CH:7]([NH2:13])[C:8]2([CH3:12])[CH2:11][O:10][CH2:9]2)=[CH:4][CH:3]=1.C([O:16][C:17]1[C:20](=[O:21])[C:19](=O)[C:18]=1[NH:23][C:24]1[C:25]([OH:40])=[C:26]([CH:37]=[CH:38][CH:39]=1)[C:27]([N:29]1[CH2:33][CH2:32][CH2:31][C@@H:30]1[C:34]([OH:36])=[O:35])=[O:28])C, predict the reaction product. The product is: [OH:40][C:25]1[C:24]([NH:23][C:18]2[C:17](=[O:16])[C:20](=[O:21])[C:19]=2[NH:13][CH:7]([C:5]2[O:6][C:2]([CH3:1])=[CH:3][CH:4]=2)[C:8]2([CH3:12])[CH2:9][O:10][CH2:11]2)=[CH:39][CH:38]=[CH:37][C:26]=1[C:27]([N:29]1[CH2:33][CH2:32][CH2:31][C@@H:30]1[C:34]([OH:36])=[O:35])=[O:28].